From a dataset of Forward reaction prediction with 1.9M reactions from USPTO patents (1976-2016). Predict the product of the given reaction. (1) Given the reactants Cl[C:2]1[O:6][N:5]=[C:4]([C:7]2[CH:12]=[CH:11][CH:10]=[CH:9][CH:8]=2)[C:3]=1[C:13]1[O:17][C:16]([C:18]2[CH:23]=[CH:22][C:21]([N:24]3[CH2:29][CH2:28][O:27][CH2:26][CH2:25]3)=[CH:20][C:19]=2[O:30][CH3:31])=[N:15][N:14]=1.Cl.[CH3:33][NH:34][CH3:35].C(=O)([O-])[O-].[K+].[K+], predict the reaction product. The product is: [CH3:31][O:30][C:19]1[CH:20]=[C:21]([N:24]2[CH2:29][CH2:28][O:27][CH2:26][CH2:25]2)[CH:22]=[CH:23][C:18]=1[C:16]1[O:17][C:13]([C:3]2[C:4]([C:7]3[CH:12]=[CH:11][CH:10]=[CH:9][CH:8]=3)=[N:5][O:6][C:2]=2[N:34]([CH3:35])[CH3:33])=[N:14][N:15]=1. (2) The product is: [Cl:1][C:2]1[CH:24]=[C:23]([Cl:25])[C:22]([C:26]2[C:31]([F:32])=[CH:30][CH:29]=[CH:28][N:27]=2)=[CH:21][C:3]=1[C:4]([NH:6][C:7]1[N:11]([C:12]2[CH:17]=[CH:16][CH:15]=[CH:14][CH:13]=2)[N:10]=[C:9]([C:18]([NH:62][CH2:63][C:64]([OH:66])([CH3:67])[CH3:65])=[O:19])[CH:8]=1)=[O:5]. Given the reactants [Cl:1][C:2]1[CH:24]=[C:23]([Cl:25])[C:22]([C:26]2[C:31]([F:32])=[CH:30][CH:29]=[CH:28][N:27]=2)=[CH:21][C:3]=1[C:4]([NH:6][C:7]1[N:11]([C:12]2[CH:17]=[CH:16][CH:15]=[CH:14][CH:13]=2)[N:10]=[C:9]([C:18](O)=[O:19])[CH:8]=1)=[O:5].C(N(CC)C(C)C)(C)C.[B-](F)(F)(F)F.CN(C(ON1C(=O)C=CC=C1)=[N+](C)C)C.[NH2:62][CH2:63][C:64]([CH3:67])([OH:66])[CH3:65], predict the reaction product.